From a dataset of Catalyst prediction with 721,799 reactions and 888 catalyst types from USPTO. Predict which catalyst facilitates the given reaction. Reactant: [F:1][C:2]([F:12])([F:11])[C:3]1[CH:8]=[CH:7][CH:6]=[CH:5][C:4]=1[CH2:9]O.[BrH:13]. Product: [Br:13][CH2:9][C:4]1[CH:5]=[CH:6][CH:7]=[CH:8][C:3]=1[C:2]([F:12])([F:11])[F:1]. The catalyst class is: 6.